From a dataset of Full USPTO retrosynthesis dataset with 1.9M reactions from patents (1976-2016). Predict the reactants needed to synthesize the given product. Given the product [CH2:24]([O:23][CH2:22][CH2:21][CH2:20][CH2:19][O:4][CH2:3][CH2:2][CH2:1][OH:5])[C:25]1[CH:30]=[CH:29][CH:28]=[CH:27][CH:26]=1, predict the reactants needed to synthesize it. The reactants are: [CH2:1]([OH:5])[CH2:2][CH2:3][OH:4].[H-].[Na+].CC1C=CC(S(O[CH2:19][CH2:20][CH2:21][CH2:22][O:23][CH2:24][C:25]2[CH:30]=[CH:29][CH:28]=[CH:27][CH:26]=2)(=O)=O)=CC=1.